This data is from NCI-60 drug combinations with 297,098 pairs across 59 cell lines. The task is: Regression. Given two drug SMILES strings and cell line genomic features, predict the synergy score measuring deviation from expected non-interaction effect. (1) Drug 1: C1=CC(=CC=C1CC(C(=O)O)N)N(CCCl)CCCl.Cl. Drug 2: CCCCCOC(=O)NC1=NC(=O)N(C=C1F)C2C(C(C(O2)C)O)O. Cell line: ACHN. Synergy scores: CSS=29.6, Synergy_ZIP=-3.06, Synergy_Bliss=-2.19, Synergy_Loewe=-9.82, Synergy_HSA=-3.26. (2) Drug 1: C(=O)(N)NO. Drug 2: CN(C(=O)NC(C=O)C(C(C(CO)O)O)O)N=O. Cell line: SN12C. Synergy scores: CSS=-2.94, Synergy_ZIP=0.811, Synergy_Bliss=-2.23, Synergy_Loewe=-0.529, Synergy_HSA=-4.10. (3) Drug 1: C1=NC2=C(N1)C(=S)N=C(N2)N. Drug 2: C#CCC(CC1=CN=C2C(=N1)C(=NC(=N2)N)N)C3=CC=C(C=C3)C(=O)NC(CCC(=O)O)C(=O)O. Cell line: A549. Synergy scores: CSS=34.7, Synergy_ZIP=-1.63, Synergy_Bliss=-0.827, Synergy_Loewe=-0.820, Synergy_HSA=-0.988. (4) Drug 1: CC1CCC2CC(C(=CC=CC=CC(CC(C(=O)C(C(C(=CC(C(=O)CC(OC(=O)C3CCCCN3C(=O)C(=O)C1(O2)O)C(C)CC4CCC(C(C4)OC)O)C)C)O)OC)C)C)C)OC. Drug 2: COCCOC1=C(C=C2C(=C1)C(=NC=N2)NC3=CC=CC(=C3)C#C)OCCOC.Cl. Cell line: SN12C. Synergy scores: CSS=12.2, Synergy_ZIP=-7.39, Synergy_Bliss=3.12, Synergy_Loewe=0.474, Synergy_HSA=1.07. (5) Drug 1: C1C(C(OC1N2C=NC3=C(N=C(N=C32)Cl)N)CO)O. Drug 2: C1=NC(=NC(=O)N1C2C(C(C(O2)CO)O)O)N. Cell line: SK-MEL-28. Synergy scores: CSS=21.4, Synergy_ZIP=-4.07, Synergy_Bliss=-1.47, Synergy_Loewe=-8.66, Synergy_HSA=-0.904. (6) Drug 1: CC1C(C(CC(O1)OC2CC(CC3=C2C(=C4C(=C3O)C(=O)C5=C(C4=O)C(=CC=C5)OC)O)(C(=O)C)O)N)O.Cl. Drug 2: C1=NC2=C(N1)C(=S)N=C(N2)N. Cell line: EKVX. Synergy scores: CSS=46.9, Synergy_ZIP=-10.5, Synergy_Bliss=-4.17, Synergy_Loewe=-1.81, Synergy_HSA=-0.692.